Predict the product of the given reaction. From a dataset of Forward reaction prediction with 1.9M reactions from USPTO patents (1976-2016). (1) Given the reactants [CH2:1]([N:3]1[CH2:8][CH2:7][N:6]([CH2:9][C:10]2[CH:15]=[CH:14][C:13]([NH:16][C:17]([N:19]3[C:27]4[C:22](=[CH:23][C:24]([O:28][C:29]5[CH:34]=[C:33]([N:35]=[N+]=[N-])[N:32]=[CH:31][N:30]=5)=[CH:25][CH:26]=4)[CH2:21][CH2:20]3)=[O:18])=[CH:12][CH:11]=2)[CH2:5][CH2:4]1)[CH3:2].C(Cl)Cl.CO, predict the reaction product. The product is: [CH2:1]([N:3]1[CH2:4][CH2:5][N:6]([CH2:9][C:10]2[CH:15]=[CH:14][C:13]([NH:16][C:17]([N:19]3[C:27]4[C:22](=[CH:23][C:24]([O:28][C:29]5[CH:34]=[C:33]([NH2:35])[N:32]=[CH:31][N:30]=5)=[CH:25][CH:26]=4)[CH2:21][CH2:20]3)=[O:18])=[CH:12][CH:11]=2)[CH2:7][CH2:8]1)[CH3:2]. (2) Given the reactants [CH2:1]([C:3]1(CC)[C:11]2[C:6](=[CH:7][CH:8]=[C:9]([C:12]3[N:16]([CH3:17])[C:15]([C:18]#[N:19])=[CH:14][CH:13]=3)[CH:10]=2)[NH:5][C:4]1=[O:20])[CH3:2].BrC1C=C2C(=CC=1)NC(=O)C2CC.C(C1N(C)C(B(O)O)=CC=1)#N.C(=O)([O-])[O-].[K+].[K+], predict the reaction product. The product is: [CH2:1]([CH:3]1[C:11]2[C:6](=[CH:7][CH:8]=[C:9]([C:12]3[N:16]([CH3:17])[C:15]([C:18]#[N:19])=[CH:14][CH:13]=3)[CH:10]=2)[NH:5][C:4]1=[O:20])[CH3:2]. (3) Given the reactants [F:1][C:2]1[CH:20]=[CH:19][C:5]([CH2:6][C:7]2[CH:8]=[N:9][C:10]3[N:11]([N:13]=[CH:14][C:15]=3[C:16](Cl)=[O:17])[CH:12]=2)=[CH:4][C:3]=1[C:21]([F:24])([F:23])[F:22].[OH:25][CH2:26][C:27]([NH2:29])=[O:28], predict the reaction product. The product is: [F:1][C:2]1[CH:20]=[CH:19][C:5]([CH2:6][C:7]2[CH:8]=[N:9][C:10]3[N:11]([N:13]=[CH:14][C:15]=3[C:16]([O:25][CH2:26][C:27]([NH2:29])=[O:28])=[O:17])[CH:12]=2)=[CH:4][C:3]=1[C:21]([F:24])([F:23])[F:22].